Dataset: Forward reaction prediction with 1.9M reactions from USPTO patents (1976-2016). Task: Predict the product of the given reaction. (1) Given the reactants [Cl:1][C:2]1[CH:7]=[C:6]([Cl:8])[CH:5]=[CH:4][C:3]=1[C:9]([C:12]1[N:16]([CH2:17][CH2:18][CH2:19][OH:20])[C:15]2[C:21]([N:25]([CH2:28][CH3:29])[CH2:26][CH3:27])=[CH:22][CH:23]=[CH:24][C:14]=2[N:13]=1)(O)[CH3:10].C1(P(C2C=CC=CC=2)C2C=CC=CC=2)C=CC=CC=1.N(C(OCC)=O)=NC(OCC)=O.C1(C)C=CC=CC=1, predict the reaction product. The product is: [Cl:1][C:2]1[CH:7]=[C:6]([Cl:8])[CH:5]=[CH:4][C:3]=1[C:9]1([CH3:10])[C:12]2=[N:13][C:14]3[C:15](=[C:21]([N:25]([CH2:26][CH3:27])[CH2:28][CH3:29])[CH:22]=[CH:23][CH:24]=3)[N:16]2[CH2:17][CH2:18][CH2:19][O:20]1. (2) Given the reactants [F:1][C:2]1[C:3]([O:53]C)=[CH:4][C:5]([C:34]([N:36]2[C@H:45]([CH2:46][N:47]3[CH2:52][CH2:51][O:50][CH2:49][CH2:48]3)[CH2:44][C:43]3[C:38](=[CH:39][CH:40]=[CH:41][CH:42]=3)[CH2:37]2)=[O:35])=[C:6]([C:8]2[N:12]([CH3:13])[C:11]([CH3:14])=[C:10]([C:15]([N:17]([C:24]3[CH:25]=[C:26]4[CH:32]=[CH:31][N:30]([CH3:33])[C:27]4=[N:28][CH:29]=3)[C:18]3[CH:23]=[CH:22][CH:21]=[CH:20][CH:19]=3)=[O:16])[CH:9]=2)[CH:7]=1.B(Br)(Br)Br.C(O)C.C(=O)(O)[O-].[Na+], predict the reaction product. The product is: [F:1][C:2]1[C:3]([OH:53])=[CH:4][C:5]([C:34]([N:36]2[C@H:45]([CH2:46][N:47]3[CH2:48][CH2:49][O:50][CH2:51][CH2:52]3)[CH2:44][C:43]3[C:38](=[CH:39][CH:40]=[CH:41][CH:42]=3)[CH2:37]2)=[O:35])=[C:6]([C:8]2[N:12]([CH3:13])[C:11]([CH3:14])=[C:10]([C:15]([N:17]([C:24]3[CH:25]=[C:26]4[CH:32]=[CH:31][N:30]([CH3:33])[C:27]4=[N:28][CH:29]=3)[C:18]3[CH:19]=[CH:20][CH:21]=[CH:22][CH:23]=3)=[O:16])[CH:9]=2)[CH:7]=1. (3) Given the reactants [CH2:1]([NH:3][C:4]1[CH:9]=[CH:8][CH:7]=[CH:6][C:5]=1[NH2:10])[CH3:2].[NH2:11][C@@H:12]([C:14](O)=O)[CH3:13].Cl.[OH-].[Na+], predict the reaction product. The product is: [CH2:1]([N:3]1[C:4]2[CH:9]=[CH:8][CH:7]=[CH:6][C:5]=2[N:10]=[C:13]1[C@H:12]([NH2:11])[CH3:14])[CH3:2]. (4) Given the reactants [O:1]1[CH2:6][CH2:5][CH2:4][CH2:3][CH:2]1[O:7][CH2:8][CH2:9][O:10][CH2:11][CH2:12][O:13][C:14]1[CH:19]=[CH:18][C:17]([NH2:20])=[CH:16][CH:15]=1.Br[C:22]1[CH:23]=[C:24]([CH:29]=[CH:30][C:31]=1[C:32]1([CH3:37])[O:36][CH2:35][CH2:34][O:33]1)[C:25]([O:27][CH3:28])=[O:26], predict the reaction product. The product is: [CH3:37][C:32]1([C:31]2[CH:30]=[CH:29][C:24]([C:25]([O:27][CH3:28])=[O:26])=[CH:23][C:22]=2[NH:20][C:17]2[CH:16]=[CH:15][C:14]([O:13][CH2:12][CH2:11][O:10][CH2:9][CH2:8][O:7][CH:2]3[CH2:3][CH2:4][CH2:5][CH2:6][O:1]3)=[CH:19][CH:18]=2)[O:33][CH2:34][CH2:35][O:36]1. (5) The product is: [C:44]([O:43][C:41]([N:38]1[CH2:39][CH2:40][CH:35]([NH:34][S:21]([C:18]2[CH:19]=[CH:20][C:15]([Br:14])=[CH:16][C:17]=2[O:25][CH3:26])(=[O:23])=[O:22])[CH2:36][CH2:37]1)=[O:42])([CH3:47])([CH3:45])[CH3:46]. Given the reactants BrC1C=C(OC)C=CC=1S(Cl)(=O)=O.[Br:14][C:15]1[CH:20]=[CH:19][C:18]([S:21](Cl)(=[O:23])=[O:22])=[C:17]([O:25][CH3:26])[CH:16]=1.CCN(CC)CC.[NH2:34][CH:35]1[CH2:40][CH2:39][N:38]([C:41]([O:43][C:44]([CH3:47])([CH3:46])[CH3:45])=[O:42])[CH2:37][CH2:36]1, predict the reaction product. (6) Given the reactants [CH:1]1([C@H:7]([NH:11][C:12]([C:14]2[CH:19]=[N:18][CH:17]=[CH:16][N:15]=2)=[O:13])[C:8]([OH:10])=O)[CH2:6][CH2:5][CH2:4][CH2:3][CH2:2]1.[NH2:20][C@H:21]([C:26]([O:28][CH3:29])=[O:27])[C:22]([CH3:25])([CH3:24])[CH3:23].Cl.C(N=C=NCCCN(C)C)C.ON1C2N=CC=CC=2N=N1, predict the reaction product. The product is: [CH:1]1([C@H:7]([NH:11][C:12]([C:14]2[CH:19]=[N:18][CH:17]=[CH:16][N:15]=2)=[O:13])[C:8]([NH:20][C@@H:21]([C:22]([CH3:25])([CH3:24])[CH3:23])[C:26]([O:28][CH3:29])=[O:27])=[O:10])[CH2:2][CH2:3][CH2:4][CH2:5][CH2:6]1.